This data is from Catalyst prediction with 721,799 reactions and 888 catalyst types from USPTO. The task is: Predict which catalyst facilitates the given reaction. (1) Reactant: [CH:1]1([CH2:4][N:5]2[C:9]([C:10]3[CH:11]=[C:12]([CH:16]=[C:17]([C:19]4[CH:24]=[CH:23][C:22]([CH3:25])=[CH:21][N:20]=4)[CH:18]=3)[C:13](O)=[O:14])=[CH:8][CH:7]=[N:6]2)[CH2:3][CH2:2]1.[CH3:26][C:27]1[N:28]=[CH:29][C:30]([CH2:33][NH2:34])=[N:31][CH:32]=1.CCN=C=NCCCN(C)C.C1C=CC2N(O)N=NC=2C=1.CN1CCOCC1. Product: [CH:1]1([CH2:4][N:5]2[C:9]([C:10]3[CH:11]=[C:12]([CH:16]=[C:17]([C:19]4[CH:24]=[CH:23][C:22]([CH3:25])=[CH:21][N:20]=4)[CH:18]=3)[C:13]([NH:34][CH2:33][C:30]3[CH:29]=[N:28][C:27]([CH3:26])=[CH:32][N:31]=3)=[O:14])=[CH:8][CH:7]=[N:6]2)[CH2:3][CH2:2]1. The catalyst class is: 4. (2) Product: [C:1]([C:3]1[CH:4]=[CH:5][C:6]([O:7][CH:8]([C:10]2[CH:11]=[CH:12][C:13]([C:14]([OH:16])=[O:15])=[CH:18][CH:19]=2)[CH3:9])=[CH:20][CH:21]=1)#[N:2]. Reactant: [C:1]([C:3]1[CH:21]=[CH:20][C:6]([O:7][CH:8]([C:10]2[CH:19]=[CH:18][C:13]([C:14]([O:16]C)=[O:15])=[CH:12][CH:11]=2)[CH3:9])=[CH:5][CH:4]=1)#[N:2].O.[OH-].[Li+].O1CCCC1.Cl. The catalyst class is: 72.